This data is from Reaction yield outcomes from USPTO patents with 853,638 reactions. The task is: Predict the reaction yield, written as a fraction of the theoretical maximum amount of product (1.0 means a 100% yield; for example, 0.34 means a 34% yield). (1) The reactants are [S:1]1[CH:5]=[CH:4][C:3](B(O)O)=[CH:2]1.[Cl:9][C:10]1[CH:15]=[C:14](Cl)[N:13]=[CH:12][N:11]=1.C(=O)([O-])[O-].[Na+].[Na+]. The catalyst is C1C=CC(P(C2C=CC=CC=2)C2C=CC=CC=2)=CC=1.C1C=CC(P(C2C=CC=CC=2)C2C=CC=CC=2)=CC=1.Cl[Pd]Cl. The product is [Cl:9][C:10]1[CH:15]=[C:14]([C:3]2[CH:4]=[CH:5][S:1][CH:2]=2)[N:13]=[CH:12][N:11]=1. The yield is 0.460. (2) The reactants are C([N:8]1[CH:13]2[CH2:14][CH2:15][CH:9]1[CH2:10][CH:11]([NH:16][C:17]1[C:18]([CH3:26])=[C:19]3[C:23](=[CH:24][CH:25]=1)[NH:22][N:21]=[CH:20]3)[CH2:12]2)C1C=CC=CC=1.C([O-])=O.[NH4+]. The product is [CH:9]12[NH:8][CH:13]([CH2:14][CH2:15]1)[CH2:12][CH:11]([NH:16][C:17]1[C:18]([CH3:26])=[C:19]3[C:23](=[CH:24][CH:25]=1)[NH:22][N:21]=[CH:20]3)[CH2:10]2. The catalyst is C(O)C.[Pd]. The yield is 0.880. (3) The reactants are Cl[CH2:2][C:3]1[N:7]=[C:6]([C:8]2[C:9]([C:14]3[CH:19]=[CH:18][CH:17]=[CH:16][CH:15]=3)=[N:10][O:11][C:12]=2[CH3:13])[O:5][N:4]=1.[C:20]([O-:23])(=[O:22])[CH3:21].[Na+].O. The catalyst is CN(C=O)C. The product is [C:20]([O:23][CH2:2][C:3]1[N:7]=[C:6]([C:8]2[C:9]([C:14]3[CH:19]=[CH:18][CH:17]=[CH:16][CH:15]=3)=[N:10][O:11][C:12]=2[CH3:13])[O:5][N:4]=1)(=[O:22])[CH3:21]. The yield is 0.810. (4) The reactants are C([O:3][C:4]1[C:5](=O)[CH:6]([C:10](=O)[C:11]([O:13][CH2:14][CH3:15])=[O:12])[CH2:7][CH2:8][CH:9]=1)C.[CH3:18][NH:19][NH2:20]. The catalyst is C(O)(=O)C. The product is [CH3:18][N:19]1[C:5]2[C:4](=[O:3])[CH2:9][CH2:8][CH2:7][C:6]=2[C:10]([C:11]([O:13][CH2:14][CH3:15])=[O:12])=[N:20]1. The yield is 0.630.